Dataset: Full USPTO retrosynthesis dataset with 1.9M reactions from patents (1976-2016). Task: Predict the reactants needed to synthesize the given product. (1) Given the product [Cl:1][C:2]1[CH:7]=[C:6]([O:8][C:9]2[CH:14]=[CH:13][C:12]([Cl:15])=[CH:11][CH:10]=2)[CH:5]=[CH:4][C:3]=1[C:16]([OH:17])([CH3:19])[CH2:18][N:20]1[CH:24]=[N:23][CH:22]=[N:21]1, predict the reactants needed to synthesize it. The reactants are: [Cl:1][C:2]1[CH:7]=[C:6]([O:8][C:9]2[CH:14]=[CH:13][C:12]([Cl:15])=[CH:11][CH:10]=2)[CH:5]=[CH:4][C:3]=1[C:16]1([CH3:19])[CH2:18][O:17]1.[NH:20]1[CH:24]=[N:23][CH:22]=[N:21]1.[OH-].[Na+]. (2) Given the product [CH3:1][C:2]1([CH3:15])[CH2:3][CH2:4][N:5]([C:8]2[CH:9]=[N:10][C:11]([O:14][C:18](=[O:19])[N:17]([CH3:16])[C:21]3[CH:26]=[CH:25][CH:24]=[CH:23][CH:22]=3)=[CH:12][CH:13]=2)[CH2:6][CH2:7]1, predict the reactants needed to synthesize it. The reactants are: [CH3:1][C:2]1([CH3:15])[CH2:7][CH2:6][N:5]([C:8]2[CH:9]=[N:10][C:11]([OH:14])=[CH:12][CH:13]=2)[CH2:4][CH2:3]1.[CH3:16][N:17]([C:21]1[CH:26]=[CH:25][CH:24]=[CH:23][CH:22]=1)[C:18](Cl)=[O:19].N12CCN(CC1)CC2.CCCCCCC. (3) The reactants are: S(Cl)(Cl)=O.[CH:5]1([CH2:8][C:9]([OH:11])=O)[CH2:7][CH2:6]1.[Cl:12][C:13]1[C:18]([N:19]2[CH2:24][CH2:23][CH:22]([C:25]3[CH:30]=[CH:29][N:28]=[CH:27][CH:26]=3)[CH2:21][CH2:20]2)=[CH:17][N:16]=[N:15][C:14]=1[NH:31][NH2:32].C(=O)(O)[O-].[Na+]. Given the product [Cl:12][C:13]1[C:18]([N:19]2[CH2:20][CH2:21][CH:22]([C:25]3[CH:30]=[CH:29][N:28]=[CH:27][CH:26]=3)[CH2:23][CH2:24]2)=[CH:17][N:16]=[N:15][C:14]=1[NH:31][NH:32][C:9](=[O:11])[CH2:8][CH:5]1[CH2:6][CH2:7]1, predict the reactants needed to synthesize it. (4) Given the product [F:1][C:2]1[C:3]([O:20][CH3:21])=[C:4]([CH:8]([CH2:19][CH3:39])[CH2:9][C:10]([C:13]([F:14])([F:15])[F:16])([OH:17])[CH:11]=[N:22][C:23]2[CH:31]=[CH:30][CH:29]=[C:28]3[C:24]=2[CH:25]=[N:26][N:27]3[C:32]2[CH:37]=[CH:36][CH:35]=[C:34]([F:38])[CH:33]=2)[CH:5]=[CH:6][CH:7]=1, predict the reactants needed to synthesize it. The reactants are: [F:1][C:2]1[C:3]([O:20][CH3:21])=[C:4]([CH:8]([CH3:19])[CH:9](C)[C:10]([OH:17])([C:13]([F:16])([F:15])[F:14])[CH:11]=O)[CH:5]=[CH:6][CH:7]=1.[NH2:22][C:23]1[CH:31]=[CH:30][CH:29]=[C:28]2[C:24]=1[CH:25]=[N:26][N:27]2[C:32]1[CH:37]=[CH:36][CH:35]=[C:34]([F:38])[CH:33]=1.[C:39](O)(=O)C. (5) Given the product [CH2:33]([NH:40][C:41]([N:42]1[CH:43]([CH3:48])[CH2:44][C:45](=[O:46])[N:24]2[CH:11]([CH2:12][C:13]3[CH:14]=[CH:15][C:16]([OH:19])=[CH:17][CH:18]=3)[C:9](=[O:10])[N:8]([CH2:1][C:2]3[CH:3]=[CH:4][CH:5]=[CH:6][CH:7]=3)[CH2:25][CH:26]12)=[O:51])[C:34]1[CH:39]=[CH:38][CH:37]=[CH:36][CH:35]=1, predict the reactants needed to synthesize it. The reactants are: [CH2:1]([N:8]([CH2:25][CH:26](OCC)OCC)[C:9]([CH:11]([NH2:24])[CH2:12][C:13]1[CH:18]=[CH:17][C:16]([O:19]C(C)(C)C)=[CH:15][CH:14]=1)=[O:10])[C:2]1[CH:7]=[CH:6][CH:5]=[CH:4][CH:3]=1.[CH2:33]([NH:40][C:41](=[O:51])[NH:42][CH:43]([CH2:48]C=C)[CH2:44][C:45](O)=[O:46])[C:34]1[CH:39]=[CH:38][CH:37]=[CH:36][CH:35]=1. (6) Given the product [C@H:3]12[CH2:19][C@H:18]([CH:17]=[CH:16]1)[CH2:14][C@@H:2]2[C:1]([O:5][C@@H:6]1[CH2:10][C:9](=[O:11])[N:8]([CH3:12])[C:7]1=[O:13])=[O:4], predict the reactants needed to synthesize it. The reactants are: [C:1]([O:5][C@@H:6]1[CH2:10][C:9](=[O:11])[N:8]([CH3:12])[C:7]1=[O:13])(=[O:4])[CH:2]=[CH2:3].[CH:14]1[CH2:18][CH:17]=[CH:16]C=1.[CH2:19](Cl)Cl.CCCCCC.